Dataset: Full USPTO retrosynthesis dataset with 1.9M reactions from patents (1976-2016). Task: Predict the reactants needed to synthesize the given product. (1) The reactants are: [H-].[Na+].[NH2:3][C:4]1[S:5][C:6]([C:10](=[O:12])[CH3:11])=[C:7]([CH3:9])[N:8]=1.[C:13](=O)([O:21]C1C=CC=CC=1)[O:14][C:15]1[CH:20]=[CH:19][CH:18]=[CH:17][CH:16]=1. Given the product [C:15]1([O:14][C:13](=[O:21])[NH:3][C:4]2[S:5][C:6]([C:10](=[O:12])[CH3:11])=[C:7]([CH3:9])[N:8]=2)[CH:20]=[CH:19][CH:18]=[CH:17][CH:16]=1, predict the reactants needed to synthesize it. (2) Given the product [Br:1][C:2]1[CH:3]=[C:4]([C:11]([NH2:23])=[O:13])[CH:5]=[C:6]2[C:10]=1[CH2:9][CH2:8][CH2:7]2, predict the reactants needed to synthesize it. The reactants are: [Br:1][C:2]1[CH:3]=[C:4]([C:11]([OH:13])=O)[CH:5]=[C:6]2[C:10]=1[CH2:9][CH2:8][CH2:7]2.C(Cl)(=O)C(Cl)=O.C(Cl)Cl.[NH4+:23].[OH-]. (3) The reactants are: [Br:1][C:2]1[C:3]([O:15][CH2:16][CH2:17][CH:18]([CH3:25])[CH2:19][CH2:20][CH2:21][CH:22]([CH3:24])[CH3:23])=[CH:4][C:5]2[NH:6][C:7]3[C:12]([C:13]=2[CH:14]=1)=[CH:11][CH:10]=[CH:9][CH:8]=3.[OH-].[Na+].[CH3:28][CH:29]([CH2:33][CH2:34][CH2:35][CH:36]([CH3:38])[CH3:37])[CH2:30][CH2:31]Br. Given the product [Br:1][C:2]1[C:3]([O:15][CH2:16][CH2:17][CH:18]([CH3:25])[CH2:19][CH2:20][CH2:21][CH:22]([CH3:24])[CH3:23])=[CH:4][C:5]2[N:6]([CH2:31][CH2:30][CH:29]([CH3:28])[CH2:33][CH2:34][CH2:35][CH:36]([CH3:38])[CH3:37])[C:7]3[C:12]([C:13]=2[CH:14]=1)=[CH:11][CH:10]=[CH:9][CH:8]=3, predict the reactants needed to synthesize it. (4) Given the product [CH:26]([Si:25]([CH:32]([CH3:34])[CH3:33])([CH:29]([CH3:31])[CH3:30])[C:2]1[O:1][CH:5]=[CH:4][N:3]=1)([CH3:28])[CH3:27], predict the reactants needed to synthesize it. The reactants are: [O:1]1[CH:5]=[CH:4][N:3]=[CH:2]1.CCCCCC.C([Li])CCC.O([Si:25]([CH:32]([CH3:34])[CH3:33])([CH:29]([CH3:31])[CH3:30])[CH:26]([CH3:28])[CH3:27])S(C(F)(F)F)(=O)=O.